The task is: Regression. Given two drug SMILES strings and cell line genomic features, predict the synergy score measuring deviation from expected non-interaction effect.. This data is from NCI-60 drug combinations with 297,098 pairs across 59 cell lines. (1) Cell line: SN12C. Drug 2: C1=NC2=C(N=C(N=C2N1C3C(C(C(O3)CO)O)O)F)N. Synergy scores: CSS=4.03, Synergy_ZIP=-0.522, Synergy_Bliss=-2.50, Synergy_Loewe=-21.1, Synergy_HSA=-4.27. Drug 1: CC1=CC2C(CCC3(C2CCC3(C(=O)C)OC(=O)C)C)C4(C1=CC(=O)CC4)C. (2) Drug 1: C1CN1C2=NC(=NC(=N2)N3CC3)N4CC4. Cell line: SN12C. Synergy scores: CSS=20.2, Synergy_ZIP=-8.91, Synergy_Bliss=-3.13, Synergy_Loewe=-10.1, Synergy_HSA=-2.47. Drug 2: C1CN(CCN1C(=O)CCBr)C(=O)CCBr. (3) Drug 1: CC1=C2C(C(=O)C3(C(CC4C(C3C(C(C2(C)C)(CC1OC(=O)C(C(C5=CC=CC=C5)NC(=O)OC(C)(C)C)O)O)OC(=O)C6=CC=CC=C6)(CO4)OC(=O)C)OC)C)OC. Drug 2: C1C(C(OC1N2C=NC3=C2NC=NCC3O)CO)O. Cell line: MCF7. Synergy scores: CSS=57.5, Synergy_ZIP=14.4, Synergy_Bliss=14.0, Synergy_Loewe=-8.76, Synergy_HSA=15.6. (4) Cell line: SF-295. Drug 2: C(CN)CNCCSP(=O)(O)O. Drug 1: C1=CN(C=N1)CC(O)(P(=O)(O)O)P(=O)(O)O. Synergy scores: CSS=-0.197, Synergy_ZIP=-0.0155, Synergy_Bliss=-0.986, Synergy_Loewe=-1.67, Synergy_HSA=-1.81.